This data is from Full USPTO retrosynthesis dataset with 1.9M reactions from patents (1976-2016). The task is: Predict the reactants needed to synthesize the given product. Given the product [Cl:21][C:6]1[N:7]=[C:2]([CH3:1])[CH:3]=[C:4]([C:9]2[CH:10]=[N:11][C:12]([C:15]([F:18])([F:17])[F:16])=[CH:13][CH:14]=2)[N:5]=1, predict the reactants needed to synthesize it. The reactants are: [CH3:1][C:2]1[NH:7][C:6](=O)[N:5]=[C:4]([C:9]2[CH:10]=[N:11][C:12]([C:15]([F:18])([F:17])[F:16])=[CH:13][CH:14]=2)[CH:3]=1.O=P(Cl)(Cl)[Cl:21].